Predict the reaction yield, written as a fraction of the theoretical maximum amount of product (1.0 means a 100% yield; for example, 0.34 means a 34% yield). From a dataset of Reaction yield outcomes from USPTO patents with 853,638 reactions. (1) The reactants are Br[C:2]([F:9])([F:8])[C:3]([O:5][CH2:6][CH3:7])=[O:4].[Br:10][C:11]1[N:16]=[C:15](/[C:17](=[N:22]/[S@:23]([C:25]([CH3:28])([CH3:27])[CH3:26])=[O:24])/[CH2:18][CH2:19][O:20][CH3:21])[C:14]([F:29])=[C:13]([Si:30]([CH2:35][CH3:36])([CH2:33][CH3:34])[CH2:31][CH3:32])[CH:12]=1.[Cl-].[NH4+].C(OCC)(=O)C. The catalyst is C1COCC1.C[Si](C)(C)Cl.[Zn].[Cu]Cl. The product is [CH2:6]([O:5][C:3](=[O:4])[C:2]([F:9])([F:8])[C@@:17]([C:15]1[C:14]([F:29])=[C:13]([Si:30]([CH2:33][CH3:34])([CH2:31][CH3:32])[CH2:35][CH3:36])[CH:12]=[C:11]([Br:10])[N:16]=1)([NH:22][S@:23]([C:25]([CH3:26])([CH3:28])[CH3:27])=[O:24])[CH2:18][CH2:19][O:20][CH3:21])[CH3:7]. The yield is 0.646. (2) The reactants are [CH3:1][O:2][C:3]1[CH:4]=[C:5]2[C:10](=[CH:11][C:12]=1[O:13][CH3:14])[N:9]=[CH:8][N:7]=[C:6]2[O:15][C:16]1[CH:22]=[CH:21][C:19]([NH2:20])=[CH:18][CH:17]=1.C1(C)C=CC=CC=1.C(N(CC)CC)C.ClC(Cl)(O[C:41](=[O:47])[O:42][C:43](Cl)(Cl)Cl)Cl.[CH3:49][O:50][C:51]1[CH:52]=[C:53]([CH:56]=[CH:57][C:58]=1[O:59][CH3:60])CO. The catalyst is C(Cl)Cl. The product is [CH3:1][O:2][C:3]1[CH:4]=[C:5]2[C:10](=[CH:11][C:12]=1[O:13][CH3:14])[N:9]=[CH:8][N:7]=[C:6]2[O:15][C:16]1[CH:22]=[CH:21][C:19]([NH:20][C:41](=[O:47])[O:42][CH2:43][C:56]2[CH:53]=[CH:52][C:51]([O:50][CH3:49])=[C:58]([O:59][CH3:60])[CH:57]=2)=[CH:18][CH:17]=1. The yield is 0.480. (3) The product is [Cl:14][C:6]1[CH:7]=[C:8]([F:13])[CH:9]=[C:10]([O:11][CH3:12])[C:5]=1[C:3]1[N:15]=[C:16]([NH2:18])[S:17][CH:2]=1. The catalyst is CCO. The reactants are Br[CH2:2][C:3]([C:5]1[C:10]([O:11][CH3:12])=[CH:9][C:8]([F:13])=[CH:7][C:6]=1[Cl:14])=O.[NH2:15][C:16]([NH2:18])=[S:17]. The yield is 0.280. (4) The reactants are [Cl:1][C:2]1[CH:3]=[C:4]2[C:8](=[CH:9][CH:10]=1)[NH:7][C:6]([C:11](=[O:18])[CH2:12][CH2:13][CH2:14][CH2:15][CH2:16][CH3:17])=[CH:5]2.[H-].[Na+].[CH3:21]I.[Cl-].[NH4+]. The catalyst is CN(C)C=O. The product is [Cl:1][C:2]1[CH:3]=[C:4]2[C:8](=[CH:9][CH:10]=1)[N:7]([CH3:21])[C:6]([C:11](=[O:18])[CH2:12][CH2:13][CH2:14][CH2:15][CH2:16][CH3:17])=[CH:5]2. The yield is 0.350. (5) The reactants are [H-].[Na+].[CH:3]1([C:9]([OH:11])=[O:10])[CH2:8][CH2:7][CH2:6][CH2:5][CH2:4]1.C([NH-])(C)C.[Li+].Br[CH2:18][CH:19]([CH2:22][CH3:23])[CH2:20][CH3:21].Cl. The catalyst is O1CCCC1.O.C1CCCCC1. The product is [CH2:20]([CH:19]([CH2:22][CH3:23])[CH2:18][C:3]1([C:9]([OH:11])=[O:10])[CH2:8][CH2:7][CH2:6][CH2:5][CH2:4]1)[CH3:21]. The yield is 0.640. (6) The reactants are [Cl:1][C:2]1[C:14]([F:15])=[C:13]2[C:5]([C:6]3[C:7](=[O:24])[C:8]4[CH:21]=[CH:20][C:19]([O:22]C)=[CH:18][C:9]=4[C:10]([CH3:17])([CH3:16])[C:11]=3[NH:12]2)=[CH:4][CH:3]=1.[Cl-].[NH+]1C=CC=CC=1. The catalyst is O. The product is [Cl:1][C:2]1[C:14]([F:15])=[C:13]2[C:5]([C:6]3[C:7](=[O:24])[C:8]4[CH:21]=[CH:20][C:19]([OH:22])=[CH:18][C:9]=4[C:10]([CH3:17])([CH3:16])[C:11]=3[NH:12]2)=[CH:4][CH:3]=1. The yield is 0.660. (7) The reactants are [N+:1]([C:4]1[CH:12]=[CH:11][CH:10]=[C:6]([C:7]([OH:9])=[O:8])[C:5]=1[C:13]([OH:15])=[O:14])([O-])=O.[H][H]. The catalyst is [Pd].C(O)C. The product is [NH2:1][C:4]1[CH:12]=[CH:11][CH:10]=[C:6]([C:7]([OH:9])=[O:8])[C:5]=1[C:13]([OH:15])=[O:14]. The yield is 0.840.